The task is: Predict the reactants needed to synthesize the given product.. This data is from Full USPTO retrosynthesis dataset with 1.9M reactions from patents (1976-2016). (1) Given the product [N:1]1([CH2:15][C:16]2[CH:21]=[CH:20][C:19]([C:22]3[C:23]([NH:28][S:29]([C:32]4[CH:37]=[CH:36][CH:35]=[CH:34][C:33]=4[C:38]([F:40])([F:39])[F:41])(=[O:30])=[O:31])=[N:24][CH:25]=[CH:26][N:27]=3)=[CH:18][CH:17]=2)[C:9]2[C:4](=[CH:5][CH:6]=[CH:7][CH:8]=2)[CH:3]=[CH:2]1, predict the reactants needed to synthesize it. The reactants are: [NH:1]1[C:9]2[C:4](=[CH:5][CH:6]=[CH:7][CH:8]=2)[CH:3]=[CH:2]1.[H-].[Na+].[H][H].Cl[CH2:15][C:16]1[CH:21]=[CH:20][C:19]([C:22]2[C:23]([NH:28][S:29]([C:32]3[CH:37]=[CH:36][CH:35]=[CH:34][C:33]=3[C:38]([F:41])([F:40])[F:39])(=[O:31])=[O:30])=[N:24][CH:25]=[CH:26][N:27]=2)=[CH:18][CH:17]=1. (2) Given the product [OH:23][CH2:22][CH2:21][O:20][C:18]1[CH:17]=[CH:16][N:15]=[C:14]([C:12]([N:10]2[CH2:9][CH:8]([C:5]3[CH:6]=[CH:7][C:2]([OH:1])=[C:3]([O:30][CH3:31])[CH:4]=3)[CH2:11]2)=[O:13])[CH:19]=1, predict the reactants needed to synthesize it. The reactants are: [OH:1][C:2]1[CH:7]=[CH:6][C:5]([CH:8]2[CH2:11][N:10]([C:12]([C:14]3[CH:19]=[C:18]([O:20][CH2:21][CH2:22][O:23]C4CCCCO4)[CH:17]=[CH:16][N:15]=3)=[O:13])[CH2:9]2)=[CH:4][C:3]=1[O:30][CH3:31].Cl.[OH-].[Na+].C([O-])(O)=O.[Na+]. (3) The reactants are: [N:1]1([C:7]([O:9][C:10]([CH3:13])([CH3:12])[CH3:11])=[O:8])[CH2:6][CH2:5][NH:4][CH2:3][CH2:2]1.Cl[C:15]1[C:20]([C:21]([F:24])([F:23])[F:22])=[CH:19][CH:18]=[CH:17][N:16]=1.C(N(C(C)C)CC)(C)C. Given the product [C:10]([O:9][C:7]([N:1]1[CH2:6][CH2:5][N:4]([C:15]2[C:20]([C:21]([F:24])([F:23])[F:22])=[CH:19][CH:18]=[CH:17][N:16]=2)[CH2:3][CH2:2]1)=[O:8])([CH3:13])([CH3:12])[CH3:11], predict the reactants needed to synthesize it. (4) The reactants are: [Cl:1][C:2]1[CH:20]=[CH:19][C:5]([CH2:6][CH:7]2[C:14]3[CH:13]=[C:12]([C:15]([O:17]C)=[O:16])[NH:11][C:10]=3[CH2:9][CH2:8]2)=[CH:4][CH:3]=1.O.[OH-].[Li+]. Given the product [Cl:1][C:2]1[CH:3]=[CH:4][C:5]([CH2:6][CH:7]2[C:14]3[CH:13]=[C:12]([C:15]([OH:17])=[O:16])[NH:11][C:10]=3[CH2:9][CH2:8]2)=[CH:19][CH:20]=1, predict the reactants needed to synthesize it.